From a dataset of Full USPTO retrosynthesis dataset with 1.9M reactions from patents (1976-2016). Predict the reactants needed to synthesize the given product. (1) Given the product [ClH:38].[F:1][CH2:2][C:3]1([NH:15][C:16](=[O:31])[CH2:17][NH:18][C:19](=[O:30])[C:20]2[CH:25]=[CH:24][CH:23]=[C:22]([C:26]([F:29])([F:27])[F:28])[CH:21]=2)[CH2:7][CH2:6][NH:5][CH2:4]1, predict the reactants needed to synthesize it. The reactants are: [F:1][CH2:2][C:3]1([NH:15][C:16](=[O:31])[CH2:17][NH:18][C:19](=[O:30])[C:20]2[CH:25]=[CH:24][CH:23]=[C:22]([C:26]([F:29])([F:28])[F:27])[CH:21]=2)[CH2:7][CH2:6][N:5](C(OC(C)(C)C)=O)[CH2:4]1.O1CCOCC1.[ClH:38]. (2) Given the product [C:1]([O:5][C:6]([N:8]([CH2:25][C@H:26]1[CH2:35][CH2:34][C:33]2[C:28](=[CH:29][CH:30]=[C:31]([C:36]3[CH:37]=[C:38]([CH:43]=[CH:44][CH:45]=3)[C:39]([OH:41])=[O:40])[CH:32]=2)[O:27]1)[CH2:9][C@H:10]([O:17][Si:18]([C:21]([CH3:24])([CH3:23])[CH3:22])([CH3:20])[CH3:19])[C:11]1[CH:12]=[N:13][CH:14]=[CH:15][CH:16]=1)=[O:7])([CH3:2])([CH3:3])[CH3:4], predict the reactants needed to synthesize it. The reactants are: [C:1]([O:5][C:6]([N:8]([CH2:25][C@H:26]1[CH2:35][CH2:34][C:33]2[C:28](=[CH:29][CH:30]=[C:31]([C:36]3[CH:37]=[C:38]([CH:43]=[CH:44][CH:45]=3)[C:39]([O:41]C)=[O:40])[CH:32]=2)[O:27]1)[CH2:9][C@H:10]([O:17][Si:18]([C:21]([CH3:24])([CH3:23])[CH3:22])([CH3:20])[CH3:19])[C:11]1[CH:12]=[N:13][CH:14]=[CH:15][CH:16]=1)=[O:7])([CH3:4])([CH3:3])[CH3:2].[OH-].[Na+].